The task is: Predict the product of the given reaction.. This data is from Forward reaction prediction with 1.9M reactions from USPTO patents (1976-2016). (1) Given the reactants [F:1][C:2]1[CH:3]=[C:4]([CH:16]=[CH:17][CH:18]=1)[O:5][C:6]1[CH:15]=[CH:14][C:9]([C:10]([O:12]C)=[O:11])=[CH:8][CH:7]=1.[OH-].[Na+], predict the reaction product. The product is: [F:1][C:2]1[CH:3]=[C:4]([CH:16]=[CH:17][CH:18]=1)[O:5][C:6]1[CH:15]=[CH:14][C:9]([C:10]([OH:12])=[O:11])=[CH:8][CH:7]=1. (2) Given the reactants [Cl:1][C:2]1[CH:8]=[CH:7][C:5]([NH2:6])=[CH:4][C:3]=1[C:9]1[CH:14]=[CH:13][CH:12]=[CH:11][N:10]=1.[Cl:15][C:16]1[CH:24]=[C:23]([S:25]([CH2:28][CH2:29][OH:30])(=[O:27])=[O:26])[CH:22]=[CH:21][C:17]=1[C:18](O)=[O:19], predict the reaction product. The product is: [Cl:15][C:16]1[CH:24]=[C:23]([S:25]([CH2:28][CH2:29][OH:30])(=[O:26])=[O:27])[CH:22]=[CH:21][C:17]=1[C:18]([NH:6][C:5]1[CH:7]=[CH:8][C:2]([Cl:1])=[C:3]([C:9]2[CH:14]=[CH:13][CH:12]=[CH:11][N:10]=2)[CH:4]=1)=[O:19].